This data is from Reaction yield outcomes from USPTO patents with 853,638 reactions. The task is: Predict the reaction yield, written as a fraction of the theoretical maximum amount of product (1.0 means a 100% yield; for example, 0.34 means a 34% yield). (1) The reactants are CON(C)[C:4](=[O:30])[CH:5]=[C:6]1[CH2:11][CH2:10][CH:9]([CH2:12][CH2:13][N:14]2[CH2:19][CH2:18][N:17]([C:20]3[CH:25]=[CH:24][CH:23]=[C:22]([C:26]([F:29])([F:28])[F:27])[CH:21]=3)[CH2:16][CH2:15]2)[CH2:8][CH2:7]1.[CH3:32][Mg]Cl.O. The catalyst is O1CCCC1. The product is [F:29][C:26]([F:28])([F:27])[C:22]1[CH:21]=[C:20]([N:17]2[CH2:16][CH2:15][N:14]([CH2:13][CH2:12][CH:9]3[CH2:10][CH2:11][C:6](=[CH:5][C:4](=[O:30])[CH3:32])[CH2:7][CH2:8]3)[CH2:19][CH2:18]2)[CH:25]=[CH:24][CH:23]=1. The yield is 0.440. (2) The reactants are C([O:3][C:4](=[O:10])[CH:5](Cl)[C:6]([CH3:8])=O)C.[CH:11]([NH2:13])=[O:12].[OH-].[Na+]. The catalyst is CCOC(C)=O. The product is [CH3:8][C:6]1[N:13]=[CH:11][O:12][C:5]=1[C:4]([OH:3])=[O:10]. The yield is 0.645. (3) The reactants are [F:1][C:2]1[CH:7]=[CH:6][C:5]([C:8]2[CH:9]=[N:10][C:11]([N:14]3[CH2:19][CH2:18][N:17]([S:20]([CH2:23][C@H:24]([CH:29]([CH3:31])C)[C:25]([NH:27][OH:28])=[O:26])(=[O:22])=[O:21])[CH2:16][CH2:15]3)=[N:12][CH:13]=2)=[CH:4][CH:3]=1.FC1C=CC(C2C=NC(N3CCN(S(CC4(C(O)=O)CC[O:58][CH2:57][CH2:56]4)(=O)=O)CC3)=NC=2)=CC=1. No catalyst specified. The product is [OH:28][NH:27][C:25]([C:24]1([CH2:23][S:20]([N:17]2[CH2:16][CH2:15][N:14]([C:11]3[N:12]=[CH:13][C:8]([C:5]4[CH:4]=[CH:3][C:2]([F:1])=[CH:7][CH:6]=4)=[CH:9][N:10]=3)[CH2:19][CH2:18]2)(=[O:21])=[O:22])[CH2:29][CH2:31][O:58][CH2:57][CH2:56]1)=[O:26]. The yield is 0.920. (4) The reactants are [NH2:1][C:2]1[N:7]=[CH:6][N:5]=[C:4]2[N:8]([CH:12]([C:14]3[O:15][C:16]4[C:21]([C:22](=[O:31])[C:23]=3[C:24]3[CH:29]=[CH:28][CH:27]=[C:26]([F:30])[CH:25]=3)=[CH:20][CH:19]=[CH:18][CH:17]=4)[CH3:13])[N:9]=[C:10](I)[C:3]=12.[NH:32]1[C:40]2[C:35](=[CH:36][CH:37]=[C:38](B3OC(C)(C)C(C)(C)O3)[CH:39]=2)[CH:34]=[N:33]1.C(=O)([O-])[O-].[Na+].[Na+].ClCCl. The catalyst is CN(C=O)C.C(O)C.O. The product is [NH2:1][C:2]1[N:7]=[CH:6][N:5]=[C:4]2[N:8]([CH:12]([C:14]3[O:15][C:16]4[C:21]([C:22](=[O:31])[C:23]=3[C:24]3[CH:29]=[CH:28][CH:27]=[C:26]([F:30])[CH:25]=3)=[CH:20][CH:19]=[CH:18][CH:17]=4)[CH3:13])[N:9]=[C:10]([C:38]3[CH:39]=[C:40]4[C:35]([CH:34]=[N:33][NH:32]4)=[CH:36][CH:37]=3)[C:3]=12. The yield is 0.160. (5) The reactants are C[O-].[Na+].O1CCCC1.[CH:9]1([N:12]2[C:17](=[O:18])[C:16]3[C:19]([NH:26][C:27]4[CH:28]=[C:29]([NH:33][C:34](=[O:36])[CH3:35])[CH:30]=[CH:31][CH:32]=4)=[C:20]([CH3:25])[C:21](=[O:24])[N:22]([CH3:23])[C:15]=3[N:14]([C:37]3[CH:42]=[CH:41][C:40]([I:43])=[CH:39][C:38]=3[F:44])[C:13]2=[O:45])[CH2:11][CH2:10]1.C(O)(=O)C. The catalyst is CO.O. The product is [CH:9]1([N:12]2[C:17](=[O:18])[C:16]3=[C:15]([NH:14][C:37]4[CH:42]=[CH:41][C:40]([I:43])=[CH:39][C:38]=4[F:44])[N:22]([CH3:23])[C:21](=[O:24])[C:20]([CH3:25])=[C:19]3[N:26]([C:27]3[CH:28]=[C:29]([NH:33][C:34](=[O:36])[CH3:35])[CH:30]=[CH:31][CH:32]=3)[C:13]2=[O:45])[CH2:11][CH2:10]1. The yield is 0.950. (6) The reactants are [CH3:1][C:2]1[CH:3]=[CH:4][C:5]([N:13]2[CH:17]=[N:16][N:15]=[N:14]2)=[C:6]([CH2:8][CH2:9][C:10]([OH:12])=[O:11])[CH:7]=1.[CH2:18](OC(OCC)C=C)[CH3:19].N(CCCC)(CCCC)CCCC. The catalyst is [N+](CCCC)(CCCC)(CCCC)CCCC.[Cl-].CN(C=O)C.CC([O-])=O.CC([O-])=O.[Pd+2]. The product is [CH2:18]([O:11][C:10](=[O:12])[CH2:9][CH2:8][C:6]1[CH:7]=[C:2]([CH3:1])[CH:3]=[CH:4][C:5]=1[N:13]1[CH:17]=[N:16][N:15]=[N:14]1)[CH3:19]. The yield is 0.668. (7) The reactants are C1(P(C2C=CC=CC=2)C2C=CC=CC=2)C=CC=CC=1.[Br:20]Br.[CH3:22][O:23][C:24]1[CH:29]=[CH:28][C:27]([CH2:30][CH2:31]O)=[C:26]([N+:33]([O-:35])=[O:34])[CH:25]=1.N1C=CC=CC=1. The catalyst is C(Cl)Cl. The product is [Br:20][CH2:31][CH2:30][C:27]1[CH:28]=[CH:29][C:24]([O:23][CH3:22])=[CH:25][C:26]=1[N+:33]([O-:35])=[O:34]. The yield is 0.790. (8) The reactants are Br[C:2]1[CH:3]=[CH:4][C:5]([O:21][CH3:22])=[C:6]([C:8]2[CH:13]=[CH:12][C:11]([S:14]([CH2:17][CH3:18])(=[O:16])=[O:15])=[CH:10][C:9]=2[O:19][CH3:20])[CH:7]=1.[B:23]1([B:23]2[O:27][C:26]([CH3:29])([CH3:28])[C:25]([CH3:31])([CH3:30])[O:24]2)[O:27][C:26]([CH3:29])([CH3:28])[C:25]([CH3:31])([CH3:30])[O:24]1.C([O-])(=O)C.[K+]. The catalyst is O1CCOCC1.[Pd](Cl)Cl.C1(P(C2C=CC=CC=2)[C-]2C=CC=C2)C=CC=CC=1.[C-]1(P(C2C=CC=CC=2)C2C=CC=CC=2)C=CC=C1.[Fe+2]. The product is [CH2:17]([S:14]([C:11]1[CH:12]=[CH:13][C:8]([C:6]2[C:5]([O:21][CH3:22])=[CH:4][CH:3]=[C:2]([B:23]3[O:27][C:26]([CH3:29])([CH3:28])[C:25]([CH3:31])([CH3:30])[O:24]3)[CH:7]=2)=[C:9]([O:19][CH3:20])[CH:10]=1)(=[O:16])=[O:15])[CH3:18]. The yield is 0.620. (9) The reactants are Br[CH:2]([CH:7](Br)[C:8]1[CH:9]=[C:10]2[C:15](=[CH:16][CH:17]=1)[N:14]=[CH:13][CH:12]=[C:11]2[C:18]1[CH:23]=[CH:22][N:21]=[CH:20][CH:19]=1)[C:3]([O:5][CH3:6])=[O:4].[OH-].[K+].[CH2:27](O)C. No catalyst specified. The product is [N:21]1[CH:22]=[CH:23][C:18]([C:11]2[C:10]3[C:15](=[CH:16][CH:17]=[C:8]([C:7]#[C:2][C:3]([O:5][CH2:6][CH3:27])=[O:4])[CH:9]=3)[N:14]=[CH:13][CH:12]=2)=[CH:19][CH:20]=1. The yield is 0.600.